From a dataset of Forward reaction prediction with 1.9M reactions from USPTO patents (1976-2016). Predict the product of the given reaction. (1) Given the reactants Br[C:2]1[N:6]=[C:5]([N:7]2[CH2:12][CH2:11][N:10](C(OC(C)(C)C)=O)[CH2:9][CH2:8]2)[S:4][N:3]=1.[Cl:20][C:21]1[CH:22]=[C:23](B(O)O)[CH:24]=[CH:25][CH:26]=1.C([O-])([O-])=O.[Na+].[Na+].[ClH:36].O1CCOCC1, predict the reaction product. The product is: [ClH:20].[ClH:36].[Cl:20][C:21]1[CH:26]=[C:25]([C:2]2[N:6]=[C:5]([N:7]3[CH2:8][CH2:9][NH:10][CH2:11][CH2:12]3)[S:4][N:3]=2)[CH:24]=[CH:23][CH:22]=1. (2) Given the reactants [C:1]([O:5][C:6]([N:8]1[CH2:13][CH2:12][CH:11]([CH:14]2[O:23][C:17]3=[CH:18][N:19]=[C:20](Cl)[CH:21]=[C:16]3[CH2:15]2)[CH2:10][CH2:9]1)=[O:7])([CH3:4])([CH3:3])[CH3:2].[CH3:24][N:25]1[CH:29]=[C:28](B2OC(C)(C)C(C)(C)O2)[CH:27]=[N:26]1, predict the reaction product. The product is: [C:1]([O:5][C:6]([N:8]1[CH2:13][CH2:12][CH:11]([CH:14]2[O:23][C:17]3=[CH:18][N:19]=[C:20]([C:28]4[CH:27]=[N:26][N:25]([CH3:24])[CH:29]=4)[CH:21]=[C:16]3[CH2:15]2)[CH2:10][CH2:9]1)=[O:7])([CH3:4])([CH3:3])[CH3:2]. (3) The product is: [N:12]1[CH:13]=[CH:14][CH:15]=[N:16][C:11]=1[N:3]1[CH:7]=[C:6]([CH:8]=[O:9])[N:5]=[CH:4]1. Given the reactants [H-].[Na+].[NH:3]1[CH:7]=[C:6]([CH:8]=[O:9])[N:5]=[CH:4]1.Cl[C:11]1[N:16]=[CH:15][CH:14]=[CH:13][N:12]=1, predict the reaction product. (4) Given the reactants [F:1][C:2]1[CH:11]=[C:10]2[C:5]([CH:6]=[N:7][C:8](=O)[NH:9]2)=[CH:4][C:3]=1[N+:13]([O-:15])=[O:14], predict the reaction product. The product is: [F:1][C:2]1[CH:11]=[C:10]2[C:5]([C:6]([NH:13][C:3]3[CH:2]=[CH:11][CH:10]=[C:5]([CH3:6])[CH:4]=3)=[N:7][CH:8]=[N:9]2)=[CH:4][C:3]=1[N+:13]([O-:15])=[O:14]. (5) The product is: [CH:3]1[C:8]([OH:12])=[CH:9][CH:10]=[CH:1][C:2]=1[CH3:4].[CH:18]1[C:17]([OH:22])=[CH:29][CH:30]=[C:31]([CH3:32])[CH:19]=1. Given the reactants [C:1](OC)(=O)[C:2]([CH3:4])=[CH2:3].[C:8](OCCO)(=[O:12])[C:9](C)=[CH2:10].[C:17]([OH:22])(=O)[C:18](C)=[CH2:19].C(O[CH2:29][C:30]1C=CC=[CH:32][CH:31]=1)(=O)C(C)=C.CC1C=CC(/C=C/C2N=C(C(Cl)(Cl)Cl)N=C(C(Cl)(Cl)Cl)N=2)=CC=1.C1(N)N=C(N)N=C(N)N=1.C12NC(=O)NC1NC(N2)=O, predict the reaction product.